Dataset: Catalyst prediction with 721,799 reactions and 888 catalyst types from USPTO. Task: Predict which catalyst facilitates the given reaction. (1) Reactant: FC(F)(F)C(O)=O.[Cl:8][C:9]1[CH:14]=[CH:13][C:12]([C:15]2([C:35]#[N:36])[CH:19]([CH2:20][C:21]([CH3:24])([CH3:23])[CH3:22])[NH:18][CH:17]([C:25]([OH:27])=O)[CH:16]2[C:28]2[CH:33]=[CH:32][CH:31]=[C:30]([Cl:34])[CH:29]=2)=[C:11]([F:37])[CH:10]=1.CC1(C)[O:43][C@H:42]([CH2:44][CH2:45][NH2:46])[CH2:41][O:40]1.CN(C(ON1N=NC2C=CC=NC1=2)=[N+](C)C)C.F[P-](F)(F)(F)(F)F.CCN(C(C)C)C(C)C.Cl. Product: [OH:43][C@@H:42]([CH2:41][OH:40])[CH2:44][CH2:45][NH:46][C:25]([CH:17]1[CH:16]([C:28]2[CH:33]=[CH:32][CH:31]=[C:30]([Cl:34])[CH:29]=2)[C:15]([C:12]2[CH:13]=[CH:14][C:9]([Cl:8])=[CH:10][C:11]=2[F:37])([C:35]#[N:36])[CH:19]([CH2:20][C:21]([CH3:24])([CH3:23])[CH3:22])[NH:18]1)=[O:27]. The catalyst class is: 539. (2) Reactant: [CH:1]1([C:4](=O)[CH3:5])[CH2:3][CH2:2]1.[CH3:7][N:8]([CH3:10])[NH2:9].O.CC1C=CC(S(O)(=O)=O)=CC=1. Product: [CH:1]1([C:4](=[N:9][N:8]([CH3:10])[CH3:7])[CH3:5])[CH2:3][CH2:2]1. The catalyst class is: 48. (3) Reactant: [NH2:1][C@@H:2]1[CH2:6][CH2:5][N:4]([C:7]([O:9][C:10]([CH3:13])([CH3:12])[CH3:11])=[O:8])[CH2:3]1.[Cl:14][C:15]1[CH:22]=[CH:21][C:18]([CH2:19]Br)=[CH:17][CH:16]=1.C(=O)([O-])[O-].[K+].[K+]. Product: [C:10]([O:9][C:7]([N:4]1[CH2:5][CH2:6][CH:2]([NH:1][CH2:19][C:18]2[CH:21]=[CH:22][C:15]([Cl:14])=[CH:16][CH:17]=2)[CH2:3]1)=[O:8])([CH3:13])([CH3:12])[CH3:11]. The catalyst class is: 8. (4) Reactant: CCN=C=NCCCN(C)C.C1C=CC2N(O)N=NC=2C=1.[CH3:22][C:23]1[O:27][C:26](=[O:28])[O:25][C:24]=1[CH2:29][O:30][C:31](=[O:52])[C@H:32]([OH:51])[CH2:33][N:34]([CH2:36][C:37]1[CH:42]=[CH:41][C:40]([C:43]2[CH:48]=[C:47]([Cl:49])[CH:46]=[CH:45][C:44]=2[F:50])=[CH:39][CH:38]=1)[NH2:35].[F:53][C:54]1[CH:59]=[CH:58][CH:57]=[CH:56][C:55]=1[C:60]1[CH:64]=[C:63]([C:65](O)=[O:66])[O:62][N:61]=1.CCN(C(C)C)C(C)C. Product: [CH3:22][C:23]1[O:27][C:26](=[O:28])[O:25][C:24]=1[CH2:29][O:30][C:31](=[O:52])[C@H:32]([OH:51])[CH2:33][N:34]([CH2:36][C:37]1[CH:38]=[CH:39][C:40]([C:43]2[CH:48]=[C:47]([Cl:49])[CH:46]=[CH:45][C:44]=2[F:50])=[CH:41][CH:42]=1)[NH:35][C:65]([C:63]1[O:62][N:61]=[C:60]([C:55]2[CH:56]=[CH:57][CH:58]=[CH:59][C:54]=2[F:53])[CH:64]=1)=[O:66]. The catalyst class is: 3. (5) Reactant: [CH3:1][C:2]1[CH:3]=[C:4]([C:8]2[N:9]=[C:10]3[CH:15]=[CH:14][CH:13]=[N:12][N:11]3[C:16]=2[C:17]2[CH:22]=[CH:21][N:20]=[C:19]([NH2:23])[CH:18]=2)[CH:5]=[CH:6][CH:7]=1.C(N(CC)CC)C.[CH3:31][C:32]1[CH:40]=[CH:39][C:35]([C:36](Cl)=[O:37])=[CH:34][CH:33]=1.C(=O)([O-])O.[Na+]. Product: [CH3:31][C:32]1[CH:40]=[CH:39][C:35]([C:36]([NH:23][C:19]2[CH:18]=[C:17]([C:16]3[N:11]4[N:12]=[CH:13][CH:14]=[CH:15][C:10]4=[N:9][C:8]=3[C:4]3[CH:5]=[CH:6][CH:7]=[C:2]([CH3:1])[CH:3]=3)[CH:22]=[CH:21][N:20]=2)=[O:37])=[CH:34][CH:33]=1. The catalyst class is: 7.